From a dataset of Reaction yield outcomes from USPTO patents with 853,638 reactions. Predict the reaction yield, written as a fraction of the theoretical maximum amount of product (1.0 means a 100% yield; for example, 0.34 means a 34% yield). (1) The reactants are CO[C:3](=[O:24])[C:4]1[CH:9]=[CH:8][C:7]([O:10][CH2:11][C:12]2[C:13]([C:17]3[CH:22]=[CH:21][C:20]([F:23])=[CH:19][CH:18]=3)=[N:14][O:15][CH:16]=2)=[N:6][CH:5]=1.[NH2:25][C@@H:26]([CH2:28][OH:29])[CH3:27]. No catalyst specified. The product is [F:23][C:20]1[CH:19]=[CH:18][C:17]([C:13]2[C:12]([CH2:11][O:10][C:7]3[CH:8]=[CH:9][C:4]([C:3]([NH:25][C@H:26]([CH3:27])[CH2:28][OH:29])=[O:24])=[CH:5][N:6]=3)=[CH:16][O:15][N:14]=2)=[CH:22][CH:21]=1. The yield is 0.410. (2) The reactants are Br[C:2]1[C:10]2[C:5](=[N:6][CH:7]=[CH:8][CH:9]=2)[NH:4][N:3]=1.[CH3:11][N:12](C)C(=O)C. The catalyst is C(=O)(O)[O-].[Na+].[C-]#N.[Zn+2].[C-]#N.C1C=CC(/C=C/C(/C=C/C2C=CC=CC=2)=O)=CC=1.C1C=CC(/C=C/C(/C=C/C2C=CC=CC=2)=O)=CC=1.C1C=CC(/C=C/C(/C=C/C2C=CC=CC=2)=O)=CC=1.[Pd].[Pd].C1(P(C2C=CC=CC=2)[C-]2C=CC=C2)C=CC=CC=1.[C-]1(P(C2C=CC=CC=2)C2C=CC=CC=2)C=CC=C1.[Fe+2].[Zn]. The product is [NH:4]1[C:5]2=[N:6][CH:7]=[CH:8][CH:9]=[C:10]2[C:2]([C:11]#[N:12])=[N:3]1. The yield is 0.640. (3) The reactants are [OH:1][C:2]1[CH:7]=[CH:6][C:5]([CH3:8])=[CH:4][N:3]=1.C(=O)([O-])[O-].[K+].[K+].I[C:16]1[CH:21]=[CH:20][CH:19]=[CH:18][CH:17]=1. The catalyst is [Cu]. The product is [CH3:8][C:5]1[CH:6]=[CH:7][C:2](=[O:1])[N:3]([C:16]2[CH:21]=[CH:20][CH:19]=[CH:18][CH:17]=2)[CH:4]=1. The yield is 0.560. (4) The reactants are [F:1][C:2]1[CH:7]=[CH:6][C:5]([O:8][CH3:9])=[C:4]([N+:10]([O-])=O)[CH:3]=1. The catalyst is CO.[Pd]. The product is [F:1][C:2]1[CH:7]=[CH:6][C:5]([O:8][CH3:9])=[C:4]([NH2:10])[CH:3]=1. The yield is 0.870. (5) The reactants are [Cl:1][C:2]1[CH:7]=[CH:6][C:5]([OH:8])=[CH:4][CH:3]=1.C(N(CC)CC)C.[F:16][C:17]1[CH:22]=[C:21]([F:23])[C:20]([F:24])=[CH:19][C:18]=1[S:25](Cl)(=[O:27])=[O:26]. The catalyst is O1CCCC1.C(OCC)(=O)C.O. The product is [F:16][C:17]1[CH:22]=[C:21]([F:23])[C:20]([F:24])=[CH:19][C:18]=1[S:25]([O:8][C:5]1[CH:6]=[CH:7][C:2]([Cl:1])=[CH:3][CH:4]=1)(=[O:27])=[O:26]. The yield is 0.980. (6) The reactants are [Br:1][C:2]1[CH:3]=[C:4]([SH:8])[CH:5]=[CH:6][CH:7]=1.C([O-])([O-])=O.[K+].[K+].Br[CH2:16][CH2:17][CH3:18]. The catalyst is CN(C=O)C. The product is [Br:1][C:2]1[CH:7]=[CH:6][CH:5]=[C:4]([S:8][CH2:16][CH2:17][CH3:18])[CH:3]=1. The yield is 0.900. (7) The reactants are [C:1]1([CH:7]2[NH:11][C@H:10]([C:12]([OH:14])=O)[CH2:9][S:8]2)[CH:6]=[CH:5][CH:4]=[CH:3][CH:2]=1.[CH2:15]([N:22]=[C:23]=[O:24])[C:16]1[CH:21]=[CH:20][CH:19]=[CH:18][CH:17]=1.Cl.O. The catalyst is C1COCC1. The product is [CH2:15]([N:22]1[C:12](=[O:14])[C@H:10]2[N:11]([C@H:7]([C:1]3[CH:2]=[CH:3][CH:4]=[CH:5][CH:6]=3)[S:8][CH2:9]2)[C:23]1=[O:24])[C:16]1[CH:21]=[CH:20][CH:19]=[CH:18][CH:17]=1. The yield is 0.900.